Dataset: Reaction yield outcomes from USPTO patents with 853,638 reactions. Task: Predict the reaction yield, written as a fraction of the theoretical maximum amount of product (1.0 means a 100% yield; for example, 0.34 means a 34% yield). The reactants are Br[C:2]1[CH:7]=[CH:6][C:5]([C:8]2[CH:13]=[CH:12][CH:11]=[CH:10][CH:9]=2)=[CH:4][CH:3]=1.[Na+].[I-:15].C(N)CN.S1(CCCC1)(=O)=O. The catalyst is [Cu]I.CCCCCC. The product is [I:15][C:2]1[CH:7]=[CH:6][C:5]([C:8]2[CH:13]=[CH:12][CH:11]=[CH:10][CH:9]=2)=[CH:4][CH:3]=1. The yield is 0.940.